The task is: Predict the reaction yield, written as a fraction of the theoretical maximum amount of product (1.0 means a 100% yield; for example, 0.34 means a 34% yield).. This data is from Reaction yield outcomes from USPTO patents with 853,638 reactions. The reactants are [CH2:1]([N:3]([CH2:11][CH2:12][C:13]1[N:14]([CH3:26])[C:15]2[C:20]([CH:21]=1)=[CH:19][C:18]([CH:22]=[O:23])=[C:17]([CH:24]=[CH2:25])[CH:16]=2)[C:4](=[O:10])[O:5][C:6]([CH3:9])([CH3:8])[CH3:7])[CH3:2].[CH2:27]([Mg]Br)[CH2:28]C=C.C[N+]1([O-])CCOCC1. The catalyst is C1COCC1.Cl[Ru](=C1N(C2C(C)=CC(C)=CC=2C)CCN1C1C(C)=CC(C)=CC=1C)(Cl)(=CC1C=CC=CC=1)[P](C1CCCCC1)(C1CCCCC1)C1CCCCC1.CCC[N+](CCC)(CCC)CCC.[O-][Ru](=O)(=O)=O. The product is [CH2:1]([N:3]([CH2:11][CH2:12][C:13]1[N:14]([CH3:26])[C:15]2[C:20]([CH:21]=1)=[CH:19][C:18]1[C:22](=[O:23])[CH2:27][CH2:28][CH:25]=[CH:24][C:17]=1[CH:16]=2)[C:4](=[O:10])[O:5][C:6]([CH3:9])([CH3:8])[CH3:7])[CH3:2]. The yield is 0.600.